Dataset: Reaction yield outcomes from USPTO patents with 853,638 reactions. Task: Predict the reaction yield, written as a fraction of the theoretical maximum amount of product (1.0 means a 100% yield; for example, 0.34 means a 34% yield). (1) The reactants are [C:1]1([N:7]2[C:15]3[CH2:14][CH2:13][NH:12][CH2:11][C:10]=3[N:9]=[N:8]2)[CH:6]=[CH:5][CH:4]=[CH:3][CH:2]=1.[Cl:16][C:17]1[C:25]([C:26]([F:29])([F:28])[F:27])=[CH:24][CH:23]=[CH:22][C:18]=1[C:19](O)=[O:20].CCN(CC)CC.CN(C(ON1N=NC2C=CC=NC1=2)=[N+](C)C)C.F[P-](F)(F)(F)(F)F. The catalyst is C(Cl)Cl. The product is [Cl:16][C:17]1[C:25]([C:26]([F:28])([F:29])[F:27])=[CH:24][CH:23]=[CH:22][C:18]=1[C:19]([N:12]1[CH2:13][CH2:14][C:15]2[N:7]([C:1]3[CH:2]=[CH:3][CH:4]=[CH:5][CH:6]=3)[N:8]=[N:9][C:10]=2[CH2:11]1)=[O:20]. The yield is 0.910. (2) The reactants are Br[C:2]1[C:3]([N:17]2[CH2:22][CH2:21][N:20]([C:23]([O:25][C:26]([CH3:29])([CH3:28])[CH3:27])=[O:24])[CH2:19][CH2:18]2)=[CH:4][CH:5]=[C:6]2[C:11]=1[CH:10]=[N:9][C:8]([C:12]([O:14][CH2:15][CH3:16])=[O:13])=[CH:7]2.[O-]P([O-])([O-])=O.[K+].[K+].[K+].[C:38]1([CH3:44])C=CC=C[CH:39]=1. The catalyst is O.C1C=CC(P(C2C=CC=CC=2)[C-]2C=CC=C2)=CC=1.C1C=CC(P(C2C=CC=CC=2)[C-]2C=CC=C2)=CC=1.Cl[Pd]Cl.[Fe+2]. The product is [CH2:15]([O:14][C:12]([C:8]1[N:9]=[CH:10][C:11]2[C:6]([CH:7]=1)=[CH:5][CH:4]=[C:3]([N:17]1[CH2:18][CH2:19][N:20]([C:23]([O:25][C:26]([CH3:28])([CH3:27])[CH3:29])=[O:24])[CH2:21][CH2:22]1)[C:2]=2[CH:44]1[CH2:38][CH2:39]1)=[O:13])[CH3:16]. The yield is 0.850. (3) The reactants are [H-].[Na+].[C:3]([O:7][C:8](=[O:20])[CH2:9][C:10]1[CH:15]=[CH:14][C:13]([S:16]([CH3:19])(=[O:18])=[O:17])=[CH:12][CH:11]=1)([CH3:6])([CH3:5])[CH3:4].[F:21][C:22]1[CH:29]=[CH:28][C:25]([CH2:26]Br)=[CH:24][CH:23]=1. The product is [C:3]([O:7][C:8](=[O:20])[CH:9]([C:10]1[CH:15]=[CH:14][C:13]([S:16]([CH3:19])(=[O:17])=[O:18])=[CH:12][CH:11]=1)[CH2:26][C:25]1[CH:28]=[CH:29][C:22]([F:21])=[CH:23][CH:24]=1)([CH3:5])([CH3:6])[CH3:4]. The catalyst is CN(C=O)C. The yield is 0.440. (4) The reactants are BrC1C=C(C=C(C(C2C=CC=C(OC(F)F)C=2)(C)C)C=1)N.[Cl:22][C:23]1[CH:24]=[C:25]([C:32]([N:35]2[CH2:40][CH2:39][CH2:38][CH2:37][CH2:36]2)([CH3:34])[CH3:33])[CH:26]=[C:27]([N+:29]([O-])=O)[CH:28]=1. No catalyst specified. The product is [Cl:22][C:23]1[CH:28]=[C:27]([CH:26]=[C:25]([C:32]([N:35]2[CH2:40][CH2:39][CH2:38][CH2:37][CH2:36]2)([CH3:34])[CH3:33])[CH:24]=1)[NH2:29]. The yield is 0.900. (5) The reactants are Cl.Cl.[N:3]1([CH2:9][CH:10]([C:22]2([OH:28])[CH2:27][CH2:26][CH2:25][CH2:24][CH2:23]2)[C:11]2[CH:16]=[CH:15][CH:14]=[C:13]([O:17][C:18]([F:21])([F:20])[F:19])[CH:12]=2)[CH2:8][CH2:7][NH:6][CH2:5][CH2:4]1.[CH2:29]=O.O.[OH-].[Na+]. The catalyst is C(O)=O. The product is [CH3:29][N:6]1[CH2:7][CH2:8][N:3]([CH2:9][CH:10]([C:22]2([OH:28])[CH2:27][CH2:26][CH2:25][CH2:24][CH2:23]2)[C:11]2[CH:16]=[CH:15][CH:14]=[C:13]([O:17][C:18]([F:21])([F:20])[F:19])[CH:12]=2)[CH2:4][CH2:5]1. The yield is 0.720. (6) The reactants are S(Cl)(Cl)=O.[CH:5]1([CH2:8][C:9]([OH:11])=O)[CH2:7][CH2:6]1.[Cl:12][C:13]1[C:14]([NH:21][CH2:22][CH:23]2[CH2:25][CH:24]2[C:26]2[CH:31]=[CH:30][C:29]([F:32])=[CH:28][CH:27]=2)=[CH:15][N:16]=[N:17][C:18]=1[NH:19][NH2:20].C(=O)(O)[O-].[Na+]. The catalyst is C(Cl)Cl.C(OCC)(=O)C.C1COCC1.O. The product is [Cl:12][C:13]1[C:14]([NH:21][CH2:22][CH:23]2[CH2:25][CH:24]2[C:26]2[CH:31]=[CH:30][C:29]([F:32])=[CH:28][CH:27]=2)=[CH:15][N:16]=[N:17][C:18]=1[NH:19][NH:20][C:9](=[O:11])[CH2:8][CH:5]1[CH2:6][CH2:7]1. The yield is 0.890. (7) The reactants are [ClH:1].[CH:2]1[C:15]2[NH:14][C:13]3[C:8](=[CH:9][CH:10]=[CH:11][CH:12]=3)[S:7][C:6]=2[CH:5]=[CH:4][C:3]=1[C:16]1[N:17]=[C:18]([CH2:21][NH2:22])[S:19][CH:20]=1.[CH:23](=O)[CH2:24][CH2:25][CH2:26][CH3:27].C(=O)CC. No catalyst specified. The product is [ClH:1].[CH:2]1[C:15]2[NH:14][C:13]3[C:8](=[CH:9][CH:10]=[CH:11][CH:12]=3)[S:7][C:6]=2[CH:5]=[CH:4][C:3]=1[C:16]1[N:17]=[C:18]([CH2:21][NH:22][CH2:23][CH2:24][CH2:25][CH2:26][CH3:27])[S:19][CH:20]=1. The yield is 0.380. (8) The reactants are N(C(OCC)=O)=NC(OCC)=O.[OH:13][C:14]1[CH:15]=[C:16]([O:21][S:22]([C:25]2[CH:30]=[CH:29][CH:28]=[CH:27][C:26]=2[Cl:31])(=[O:24])=[O:23])[CH:17]=[C:18]([CH3:20])[CH:19]=1.[O:32]([C:37]([N:39]1[CH2:44][CH2:43][CH:42]([CH2:45]O)[CH2:41][CH2:40]1)=[O:38])[C:33]([CH3:36])([CH3:35])[CH3:34].C1(P(C2C=CC=CC=2)C2C=CC=CC=2)C=CC=CC=1. No catalyst specified. The product is [C:33]([O:32][C:37]([N:39]1[CH2:44][CH2:43][CH:42]([CH2:45][O:13][C:14]2[CH:15]=[C:16]([O:21][S:22]([C:25]3[CH:30]=[CH:29][CH:28]=[CH:27][C:26]=3[Cl:31])(=[O:24])=[O:23])[CH:17]=[C:18]([CH3:20])[CH:19]=2)[CH2:41][CH2:40]1)=[O:38])([CH3:36])([CH3:34])[CH3:35]. The yield is 0.900. (9) The reactants are [CH3:1][O:2][C:3](=[O:23])[C:4]1[CH:9]=[C:8]([C:10]2[CH:15]=[CH:14][CH:13]=[CH:12][CH:11]=2)[C:7]([OH:16])=[C:6]([C:17]2[CH:22]=[CH:21][CH:20]=[CH:19][CH:18]=2)[CH:5]=1.Br[CH2:25][C:26]([O:28][C:29]([CH3:32])([CH3:31])[CH3:30])=[O:27].C([O-])([O-])=O.[K+].[K+]. The catalyst is C(#N)C. The product is [C:29]([O:28][C:26](=[O:27])[CH2:25][O:16][C:7]1[C:6]([C:17]2[CH:22]=[CH:21][CH:20]=[CH:19][CH:18]=2)=[CH:5][C:4]([C:3]([O:2][CH3:1])=[O:23])=[CH:9][C:8]=1[C:10]1[CH:15]=[CH:14][CH:13]=[CH:12][CH:11]=1)([CH3:32])([CH3:31])[CH3:30]. The yield is 0.960.